From a dataset of Forward reaction prediction with 1.9M reactions from USPTO patents (1976-2016). Predict the product of the given reaction. The product is: [I:41][CH2:5][C:6]1[CH2:7][S:8][C@@H:9]2[CH:26]([NH:27][C:28](=[O:35])[CH2:29][C:30]3[S:31][CH:32]=[CH:33][CH:34]=3)[C:25](=[O:36])[N:10]2[C:11]=1[C:12]([O:14][CH2:15][C:16]1[CH:21]=[CH:20][C:19]([N+:22]([O-:24])=[O:23])=[CH:18][CH:17]=1)=[O:13]. Given the reactants C(O[CH2:5][C:6]1[CH2:7][S:8][C@@H:9]2[CH:26]([NH:27][C:28](=[O:35])[CH2:29][C:30]3[S:31][CH:32]=[CH:33][CH:34]=3)[C:25](=[O:36])[N:10]2[C:11]=1[C:12]([O:14][CH2:15][C:16]1[CH:21]=[CH:20][C:19]([N+:22]([O-:24])=[O:23])=[CH:18][CH:17]=1)=[O:13])(=O)C.C[Si]([I:41])(C)C, predict the reaction product.